Dataset: Reaction yield outcomes from USPTO patents with 853,638 reactions. Task: Predict the reaction yield, written as a fraction of the theoretical maximum amount of product (1.0 means a 100% yield; for example, 0.34 means a 34% yield). (1) The reactants are [H-].C([Al+]CC(C)C)C(C)C.CCCCCC.[CH:17]1([CH:22]([CH3:28])[CH2:23][CH2:24][CH2:25][C:26]#N)[CH2:21][CH2:20][CH2:19][CH2:18]1.[OH:29]S(O)(=O)=O. The catalyst is CC(OC)(C)C.CO. The product is [CH:17]1([CH:22]([CH3:28])[CH2:23][CH2:24][CH2:25][CH:26]=[O:29])[CH2:21][CH2:20][CH2:19][CH2:18]1. The yield is 0.515. (2) The reactants are Cl[C:2]1[CH:11]=[CH:10][N:9]=[C:8]2[C:3]=1[C:4]1[CH:16]=[CH:15][CH:14]=[CH:13][C:5]=1[C:6](=[O:12])[NH:7]2.[Cl:17][C:18]1[CH:24]=[CH:23][CH:22]=[C:21]([F:25])[C:19]=1[NH2:20]. No catalyst specified. The product is [Cl:17][C:18]1[CH:24]=[CH:23][CH:22]=[C:21]([F:25])[C:19]=1[NH:20][C:2]1[CH:11]=[CH:10][N:9]=[C:8]2[C:3]=1[C:4]1[CH:16]=[CH:15][CH:14]=[CH:13][C:5]=1[C:6](=[O:12])[NH:7]2. The yield is 0.690. (3) The reactants are [H-].[Na+].[Br:3][C:4]1[CH:10]=[CH:9][C:7]([NH2:8])=[C:6]([C:11]([CH3:14])([CH3:13])[CH3:12])[CH:5]=1.[CH2:15](I)[CH3:16].[Cl-].[NH4+].O1CC[CH2:22][CH2:21]1. The catalyst is CS(C)=O. The product is [Br:3][C:4]1[CH:10]=[CH:9][C:7]([N:8]([CH2:15][CH3:16])[CH2:21][CH3:22])=[C:6]([C:11]([CH3:14])([CH3:13])[CH3:12])[CH:5]=1. The yield is 0.910. (4) The reactants are [N:1]12[CH2:8][CH2:7][CH:4]([CH2:5][CH2:6]1)[CH2:3][C@H:2]2O.FC1C([O:17][C:18](=O)[O:19]C2C(F)=C(F)C(F)=C(F)C=2F)=C(F)C(F)=C(F)C=1F.[C:36]1([C@H:42]2[C:51]3[C:46](=[CH:47][CH:48]=[CH:49][CH:50]=3)[CH2:45][CH2:44][NH:43]2)[CH:41]=[CH:40][CH:39]=[CH:38][CH:37]=1.[C:52]([OH:59])(=[O:58])[CH2:53][CH2:54][C:55]([OH:57])=[O:56]. The catalyst is ClCCl.CC(C)=O.C(OCC)(=O)C. The product is [CH:39]1[CH:40]=[CH:41][C:36]([C@@H:42]2[N:43]([C:18]([O:19][C@@H:3]3[CH:4]4[CH2:7][CH2:8][N:1]([CH2:6][CH2:5]4)[CH2:2]3)=[O:17])[CH2:44][CH2:45][C:46]3[CH:47]=[CH:48][CH:49]=[CH:50][C:51]2=3)=[CH:37][CH:38]=1.[CH2:53]([C:52]([OH:59])=[O:58])[CH2:54][C:55]([OH:57])=[O:56]. The yield is 0.801. (5) The reactants are [Br:1]Br.[NH:3]1[C:11]2[C:6](=[CH:7][CH:8]=[CH:9][CH:10]=2)[C:5]([C:12]([OH:14])=[O:13])=[CH:4]1. The catalyst is C(O)(=O)C. The product is [Br:1][C:9]1[CH:10]=[C:11]2[C:6]([C:5]([C:12]([OH:14])=[O:13])=[CH:4][NH:3]2)=[CH:7][CH:8]=1. The yield is 0.600. (6) The catalyst is CN(C1C=CN=CC=1)C.CN(C=O)C. The yield is 0.730. The reactants are [CH2:1]([O:4][C:5]1[CH:14]=[CH:13][C:8]2[N:9]=[C:10]([NH2:12])[S:11][C:7]=2[CH:6]=1)[C:2]#[CH:3].[C:15]([C:23]1[CH:31]=[CH:30][C:26]([C:27](O)=[O:28])=[CH:25][CH:24]=1)(=[O:22])[C:16]1[CH:21]=[CH:20][CH:19]=[CH:18][CH:17]=1.CN(C(ON1N=NC2C=CC=CC1=2)=[N+](C)C)C.[B-](F)(F)(F)F.C(N(CC)CC)C. The product is [C:15]([C:23]1[CH:24]=[CH:25][C:26]([C:27]([NH:12][C:10]2[S:11][C:7]3[CH:6]=[C:5]([O:4][CH2:1][C:2]#[CH:3])[CH:14]=[CH:13][C:8]=3[N:9]=2)=[O:28])=[CH:30][CH:31]=1)(=[O:22])[C:16]1[CH:17]=[CH:18][CH:19]=[CH:20][CH:21]=1. (7) The reactants are [Cl:1][C:2]1[CH:11]=[C:10](Cl)[C:9]2[C:4](=[CH:5][CH:6]=[C:7]([O:13][CH3:14])[CH:8]=2)[N:3]=1.CO.[NH3:17]. No catalyst specified. The product is [Cl:1][C:2]1[CH:11]=[C:10]([NH2:17])[C:9]2[C:4](=[CH:5][CH:6]=[C:7]([O:13][CH3:14])[CH:8]=2)[N:3]=1. The yield is 0.550. (8) The reactants are [NH2:1][C:2]1[C:19]([C:20]#[C:21][Si](C)(C)C)=[CH:18][C:5]([C:6]([N:8]=[S@@:9]([CH3:17])(=[O:16])[C:10]2[CH:15]=[CH:14][CH:13]=[CH:12][CH:11]=2)=[O:7])=[CH:4][N:3]=1.C([O-])([O-])=O.[K+].[K+]. The catalyst is C1COCC1.CO. The product is [NH2:1][C:2]1[C:19]([C:20]#[CH:21])=[CH:18][C:5]([C:6]([N:8]=[S@@:9]([CH3:17])(=[O:16])[C:10]2[CH:15]=[CH:14][CH:13]=[CH:12][CH:11]=2)=[O:7])=[CH:4][N:3]=1. The yield is 0.780. (9) The reactants are [Cl:1][C:2]1[CH:7]=[C:6]([N+:8]([O-])=O)[CH:5]=[C:4]([Cl:11])[C:3]=1[S:12][C:13]1[S:14][C:15]2[CH:21]=[CH:20][C:19]([C:22]#[N:23])=[CH:18][C:16]=2[N:17]=1.O.O.[Sn](Cl)(Cl)(Cl)Cl. No catalyst specified. The product is [NH2:8][C:6]1[CH:7]=[C:2]([Cl:1])[C:3]([S:12][C:13]2[S:14][C:15]3[CH:21]=[CH:20][C:19]([C:22]#[N:23])=[CH:18][C:16]=3[N:17]=2)=[C:4]([Cl:11])[CH:5]=1. The yield is 0.800.